The task is: Predict the product of the given reaction.. This data is from Forward reaction prediction with 1.9M reactions from USPTO patents (1976-2016). (1) Given the reactants [C:1]([C:4]1[C:5]([C:21]2[CH:26]=[CH:25][CH:24]=[C:23]([F:27])[CH:22]=2)=[C:6]([Br:20])[N:7]2[CH2:12][CH2:11][N:10](C(OC(C)(C)C)=O)[CH2:9][C:8]=12)(=[O:3])[NH2:2].FC(F)(F)C(O)=O, predict the reaction product. The product is: [Br:20][C:6]1[N:7]2[CH2:12][CH2:11][NH:10][CH2:9][C:8]2=[C:4]([C:1]([NH2:2])=[O:3])[C:5]=1[C:21]1[CH:26]=[CH:25][CH:24]=[C:23]([F:27])[CH:22]=1. (2) Given the reactants [NH:1]([C:27]([O:29][CH2:30][C:31]1[CH:36]=[CH:35][CH:34]=[CH:33][CH:32]=1)=[O:28])[C@@H:2]([C:22]([O:24][CH2:25][CH3:26])=[O:23])[CH2:3][CH2:4][C:5]([NH:7][C@@H:8]([C:19]([OH:21])=[O:20])[CH2:9][C:10]1[C:18]2[C:13](=[CH:14][CH:15]=[CH:16][CH:17]=2)[NH:12][CH:11]=1)=[O:6].IC.[C:39](=O)([O-])[O-].[K+].[K+], predict the reaction product. The product is: [NH:1]([C:27]([O:29][CH2:30][C:31]1[CH:32]=[CH:33][CH:34]=[CH:35][CH:36]=1)=[O:28])[C@@H:2]([C:22]([O:24][CH2:25][CH3:26])=[O:23])[CH2:3][CH2:4][C:5]([NH:7][C@@H:8]([C:19]([O:21][CH3:39])=[O:20])[CH2:9][C:10]1[C:18]2[C:13](=[CH:14][CH:15]=[CH:16][CH:17]=2)[NH:12][CH:11]=1)=[O:6]. (3) Given the reactants C(N(CC)CC)C.[CH3:8][S:9](Cl)(=[O:11])=[O:10].[C:13]([C:15]1[C@@H:20]([C:21]2[CH:26]=[CH:25][C:24]([C:27]#[N:28])=[CH:23][CH:22]=2)[N:19]2[N:29]=[C:30]([NH:32][C:33](=[O:42])[O:34][CH2:35][C:36]3[CH:41]=[CH:40][CH:39]=[CH:38][CH:37]=3)[N:31]=[C:18]2[N:17]([C:43]2[CH:48]=[CH:47][CH:46]=[C:45]([C:49]([F:52])([F:51])[F:50])[CH:44]=2)[C:16]=1[CH3:53])#[N:14], predict the reaction product. The product is: [C:13]([C:15]1[C@@H:20]([C:21]2[CH:26]=[CH:25][C:24]([C:27]#[N:28])=[CH:23][CH:22]=2)[N:19]2[N:29]=[C:30]([N:32]([S:9]([CH3:8])(=[O:11])=[O:10])[C:33](=[O:42])[O:34][CH2:35][C:36]3[CH:41]=[CH:40][CH:39]=[CH:38][CH:37]=3)[N:31]=[C:18]2[N:17]([C:43]2[CH:48]=[CH:47][CH:46]=[C:45]([C:49]([F:52])([F:51])[F:50])[CH:44]=2)[C:16]=1[CH3:53])#[N:14]. (4) Given the reactants O=[C:2]([C:6]1([C:9]([F:12])([F:11])[F:10])[CH2:8][CH2:7]1)[CH2:3][C:4]#[N:5].[OH-].[Na+].Cl.[C:16]1([NH:22][NH2:23])[CH:21]=[CH:20][CH:19]=[CH:18][CH:17]=1, predict the reaction product. The product is: [C:16]1([N:22]2[C:4]([NH2:5])=[CH:3][C:2]([C:6]3([C:9]([F:10])([F:11])[F:12])[CH2:8][CH2:7]3)=[N:23]2)[CH:21]=[CH:20][CH:19]=[CH:18][CH:17]=1. (5) Given the reactants [Cl:1][C:2]1[CH:3]=[C:4]([N:8]2[CH:13]=[CH:12][C:11](=[O:14])[C:10]([C:15](=O)/[CH:16]=[CH:17]/[N:18](C)C)=[N:9]2)[CH:5]=[CH:6][CH:7]=1.[Cl:22][C:23]1[C:32]2[C:27](=[CH:28][CH:29]=[CH:30][CH:31]=2)[C:26]([NH:33]N)=[CH:25][CH:24]=1, predict the reaction product. The product is: [Cl:22][C:23]1[C:32]2[C:27](=[CH:28][CH:29]=[CH:30][CH:31]=2)[C:26]([N:33]2[C:15]([C:10]3[C:11](=[O:14])[CH:12]=[CH:13][N:8]([C:4]4[CH:5]=[CH:6][CH:7]=[C:2]([Cl:1])[CH:3]=4)[N:9]=3)=[CH:16][CH:17]=[N:18]2)=[CH:25][CH:24]=1. (6) Given the reactants [CH3:1][S:2]([N:5]1[CH2:14][CH2:13][C:12]2[C:7](=[CH:8][CH:9]=[C:10]([O:15][CH2:16][CH2:17][CH2:18][C:19]3[CH:24]=[CH:23][C:22](B4OC(C)(C)C(C)(C)O4)=[CH:21][CH:20]=3)[CH:11]=2)[CH2:6]1)(=[O:4])=[O:3].Cl[C:35]1[N:40]=[CH:39][CH:38]=[CH:37][N:36]=1.O1CCOCC1.C([O-])([O-])=O.[Na+].[Na+], predict the reaction product. The product is: [CH3:1][S:2]([N:5]1[CH2:14][CH2:13][C:12]2[C:7](=[CH:8][CH:9]=[C:10]([O:15][CH2:16][CH2:17][CH2:18][C:19]3[CH:20]=[CH:21][C:22]([C:35]4[N:40]=[CH:39][CH:38]=[CH:37][N:36]=4)=[CH:23][CH:24]=3)[CH:11]=2)[CH2:6]1)(=[O:4])=[O:3]. (7) Given the reactants [NH2:1][C:2]1[CH:15]=[CH:14][C:5]2[NH:6][C:7](=[O:13])[CH2:8][CH2:9][C:10]([CH3:12])([CH3:11])[C:4]=2[CH:3]=1.Cl[C:17]1[N:22]=[C:21]([NH:23][C:24]2[C:29]([S:30]([CH3:33])(=[O:32])=[O:31])=[CH:28][CH:27]=[CH:26][C:25]=2[F:34])[C:20]([Cl:35])=[CH:19][N:18]=1, predict the reaction product. The product is: [Cl:35][C:20]1[C:21]([NH:23][C:24]2[C:29]([S:30]([CH3:33])(=[O:32])=[O:31])=[CH:28][CH:27]=[CH:26][C:25]=2[F:34])=[N:22][C:17]([NH:1][C:2]2[CH:15]=[CH:14][C:5]3[NH:6][C:7](=[O:13])[CH2:8][CH2:9][C:10]([CH3:12])([CH3:11])[C:4]=3[CH:3]=2)=[N:18][CH:19]=1. (8) The product is: [CH2:29]([O:31][C:32](=[O:33])[CH2:34][CH2:35][C:36]1[CH:41]=[CH:40][C:39]([C:2]2[CH:7]=[CH:6][C:5]([C:8]3[O:12][N:11]=[C:10]([CH3:13])[C:9]=3[CH:14]([OH:28])[CH2:15][O:16][CH2:17][C:18]3[CH:23]=[CH:22][CH:21]=[C:20]([C:24]([F:26])([F:25])[F:27])[CH:19]=3)=[CH:4][CH:3]=2)=[CH:38][CH:37]=1)[CH3:30]. Given the reactants Br[C:2]1[CH:7]=[CH:6][C:5]([C:8]2[O:12][N:11]=[C:10]([CH3:13])[C:9]=2[CH:14]([OH:28])[CH2:15][O:16][CH2:17][C:18]2[CH:23]=[CH:22][CH:21]=[C:20]([C:24]([F:27])([F:26])[F:25])[CH:19]=2)=[CH:4][CH:3]=1.[CH2:29]([O:31][C:32]([CH2:34][CH2:35][C:36]1[CH:41]=[CH:40][C:39](B(O)O)=[CH:38][CH:37]=1)=[O:33])[CH3:30], predict the reaction product. (9) Given the reactants [CH2:1]([O:3][C:4]([C:6]1([C:9]2[CH:14]=[CH:13][C:12]([C:15]3[CH:20]=[CH:19][C:18]([C:21]4[O:25][N:24]=[C:23]([CH3:26])[C:22]=4[NH2:27])=[CH:17][CH:16]=3)=[CH:11][CH:10]=2)[CH2:8][CH2:7]1)=[O:5])[CH3:2].Br[C:29]1[CH:34]=[CH:33][CH:32]=[C:31]([O:35][CH2:36][CH:37]2[CH2:39][CH2:38]2)[N:30]=1, predict the reaction product. The product is: [CH2:1]([O:3][C:4]([C:6]1([C:9]2[CH:10]=[CH:11][C:12]([C:15]3[CH:20]=[CH:19][C:18]([C:21]4[O:25][N:24]=[C:23]([CH3:26])[C:22]=4[NH:27][C:29]4[CH:34]=[CH:33][CH:32]=[C:31]([O:35][CH2:36][CH:37]5[CH2:38][CH2:39]5)[N:30]=4)=[CH:17][CH:16]=3)=[CH:13][CH:14]=2)[CH2:8][CH2:7]1)=[O:5])[CH3:2]. (10) Given the reactants [CH2:1]([O:7][C:8]1[C:9](Cl)=[C:10](O)[C:11](OCCCCCC)=[C:12]([CH:14]=1)[OH:13])[CH2:2][CH2:3][CH2:4][CH2:5][CH3:6].[B:33]1([B:33]2[O:37][C:36]([CH3:39])([CH3:38])[C:35]([CH3:41])([CH3:40])[O:34]2)[O:37][C:36]([CH3:39])([CH3:38])[C:35]([CH3:41])([CH3:40])[O:34]1.[C:42]([O-])(=O)[CH3:43].[K+], predict the reaction product. The product is: [CH2:1]([O:13][C:12]1[CH:14]=[C:8]([O:7][CH2:1][CH2:2][CH2:3][CH2:4][CH2:5][CH3:6])[CH:9]=[CH:10][C:11]=1[B:33]1[O:34][C:35]([CH3:40])([CH3:41])[C:36]([CH3:38])([CH3:39])[O:37]1)[CH2:2][CH2:3][CH2:4][CH2:42][CH3:43].